This data is from Reaction yield outcomes from USPTO patents with 853,638 reactions. The task is: Predict the reaction yield, written as a fraction of the theoretical maximum amount of product (1.0 means a 100% yield; for example, 0.34 means a 34% yield). (1) The reactants are [N:1]1[C:10]2[C:5](=[CH:6][CH:7]=[N:8][C:9]=2[NH2:11])[CH:4]=[CH:3][CH:2]=1.[C:12]1([CH3:25])[CH:17]=[C:16]([CH3:18])[CH:15]=[C:14]([CH3:19])[C:13]=1[S:20]([O:23][NH2:24])(=[O:22])=[O:21]. The catalyst is C(Cl)Cl. The product is [NH:11]=[C:9]1[C:10]2[N:1]=[CH:2][CH:3]=[CH:4][C:5]=2[CH:6]=[CH:7][N:8]1[NH2:24].[CH3:19][C:14]1[CH:15]=[C:16]([CH3:18])[CH:17]=[C:12]([CH3:25])[C:13]=1[S:20]([O-:23])(=[O:22])=[O:21]. The yield is 0.670. (2) The reactants are [ClH:1].[CH3:2][N:3]([CH3:27])[CH:4]1[CH2:9][CH2:8][N:7]([C:10](=[O:26])[CH2:11][CH2:12][C:13]2[N:14]([CH2:18][C:19]([O:21][C:22]([CH3:25])([CH3:24])[CH3:23])=[O:20])[CH:15]=[CH:16][N:17]=2)[CH2:6][CH2:5]1. The catalyst is C(OCC)C. The product is [ClH:1].[CH3:27][N:3]([CH3:2])[CH:4]1[CH2:9][CH2:8][N:7]([C:10](=[O:26])[CH2:11][CH2:12][C:13]2[N:14]([CH2:18][C:19]([O:21][C:22]([CH3:23])([CH3:24])[CH3:25])=[O:20])[CH:15]=[CH:16][N:17]=2)[CH2:6][CH2:5]1. The yield is 0.930. (3) The reactants are Cl.[N:2]1([NH2:8])[CH2:7][CH2:6][CH2:5][CH2:4][CH2:3]1.C[Al](C)C.[Cl:13][C:14]1[CH:19]=[CH:18][C:17]([C:20]2[N:25]=[C:24]([C:26](OCC)=[O:27])[C:23]([CH2:31][N:32]3[N:36]=[N:35][CH:34]=[N:33]3)=[N:22][C:21]=2[C:37]2[CH:42]=[CH:41][C:40]([CH3:43])=[CH:39][CH:38]=2)=[CH:16][CH:15]=1. The catalyst is ClCCl. The product is [Cl:13][C:14]1[CH:19]=[CH:18][C:17]([C:20]2[N:25]=[C:24]([C:26]([NH:8][N:2]3[CH2:7][CH2:6][CH2:5][CH2:4][CH2:3]3)=[O:27])[C:23]([CH2:31][N:32]3[N:36]=[N:35][CH:34]=[N:33]3)=[N:22][C:21]=2[C:37]2[CH:38]=[CH:39][C:40]([CH3:43])=[CH:41][CH:42]=2)=[CH:16][CH:15]=1. The yield is 0.720. (4) The reactants are [Cl:1][C:2]1[CH:7]=[C:6](I)[CH:5]=[C:4]([CH3:9])[C:3]=1[C:10](=[O:12])[CH3:11].[O-]P([O-])([O-])=O.[K+].[K+].[K+].[CH3:21][O:22][C:23]1[CH:28]=[CH:27][C:26]([OH:29])=[CH:25][CH:24]=1. The catalyst is CN(C=O)C.CCCC[N+](CCCC)(CCCC)CCCC.[Br-].[Cu]I. The product is [Cl:1][C:2]1[CH:7]=[C:6]([O:29][C:26]2[CH:27]=[CH:28][C:23]([O:22][CH3:21])=[CH:24][CH:25]=2)[CH:5]=[C:4]([CH3:9])[C:3]=1[C:10](=[O:12])[CH3:11]. The yield is 0.190. (5) The catalyst is CO.O. The reactants are C[O:2][C:3](=[O:48])[CH2:4][NH:5][C:6]([NH:8][CH2:9][CH2:10][NH:11][C:12]([NH:14][C:15]1[CH:20]=[CH:19][CH:18]=[C:17]([CH3:21])[C:16]=1[C:22]1[CH:27]=[CH:26][CH:25]=[C:24]([S:28]([C:31]2[CH:35]=[C:34]([C:36]([NH:38][C:39]([O:41][C:42]([CH3:45])([CH3:44])[CH3:43])=[O:40])=[NH:37])[S:33][C:32]=2[S:46][CH3:47])(=[O:30])=[O:29])[CH:23]=1)=[O:13])=[O:7].[OH-].[Na+]. The product is [C:42]([O:41][C:39]([NH:38][C:36](=[NH:37])[C:34]1[S:33][C:32]([S:46][CH3:47])=[C:31]([S:28]([C:24]2[CH:23]=[C:22]([C:16]3[C:17]([CH3:21])=[CH:18][CH:19]=[CH:20][C:15]=3[NH:14][C:12](=[O:13])[NH:11][CH2:10][CH2:9][NH:8][C:6](=[O:7])[NH:5][CH2:4][C:3]([OH:48])=[O:2])[CH:27]=[CH:26][CH:25]=2)(=[O:30])=[O:29])[CH:35]=1)=[O:40])([CH3:45])([CH3:43])[CH3:44]. The yield is 0.830. (6) The reactants are S([O-])(=O)(=O)[CH3:2].[C:6](O[K])(C)([CH3:8])[CH3:7].[CH2:12]1[CH2:16][O:15][CH2:14][CH2:13]1. The catalyst is O. The product is [CH2:8]([CH:14]1[CH:13]=[CH:2][CH:12]=[CH:16][O:15]1)[CH:6]=[CH2:7]. The yield is 0.880. (7) The reactants are Br[C:2]1[CH:3]=[CH:4][C:5](=[O:12])[N:6]([CH:8]([CH3:11])[CH2:9][F:10])[CH:7]=1.C([O-])(=O)C.[K+].[CH3:18][C:19]1([CH3:35])[C:23]([CH3:25])([CH3:24])[O:22][B:21]([B:21]2[O:22][C:23]([CH3:25])([CH3:24])[C:19]([CH3:35])([CH3:18])[O:20]2)[O:20]1. The product is [F:10][CH2:9][CH:8]([N:6]1[CH:7]=[C:2]([B:21]2[O:22][C:23]([CH3:25])([CH3:24])[C:19]([CH3:35])([CH3:18])[O:20]2)[CH:3]=[CH:4][C:5]1=[O:12])[CH3:11]. The yield is 0.690. The catalyst is O1CCOCC1.C1C=CC(P(C2C=CC=CC=2)[C-]2C=CC=C2)=CC=1.C1C=CC(P(C2C=CC=CC=2)[C-]2C=CC=C2)=CC=1.Cl[Pd]Cl.[Fe+2].